Dataset: Full USPTO retrosynthesis dataset with 1.9M reactions from patents (1976-2016). Task: Predict the reactants needed to synthesize the given product. (1) The reactants are: [OH:1][C:2]1[CH:10]=[CH:9][C:8]([CH:11]([CH2:17][CH2:18][CH2:19][CH2:20][CH2:21][CH2:22][CH2:23][CH2:24][CH3:25])[CH2:12][CH2:13][CH2:14][CH2:15][CH3:16])=[CH:7][C:3]=1[C:4]([OH:6])=[O:5].C(O)(=O)C1C(=CC=CC=1)O.C1(C)C(C)=CC=CC=1.[OH-].[Ca+2:45].[OH-]. Given the product [CH3:16][CH2:15][CH2:14][CH2:13][CH2:12][CH:11]([C:8]1[CH:7]=[C:3]([C:4]([O-:6])=[O:5])[C:2]([OH:1])=[CH:10][CH:9]=1)[CH2:17][CH2:18][CH2:19][CH2:20][CH2:21][CH2:22][CH2:23][CH2:24][CH3:25].[Ca+2:45].[CH3:16][CH2:15][CH2:14][CH2:13][CH2:12][CH:11]([C:8]1[CH:7]=[C:3]([C:4]([O-:6])=[O:5])[C:2]([OH:1])=[CH:10][CH:9]=1)[CH2:17][CH2:18][CH2:19][CH2:20][CH2:21][CH2:22][CH2:23][CH2:24][CH3:25], predict the reactants needed to synthesize it. (2) The reactants are: C([O-])([O-])=O.[K+].[K+].[OH:7][C:8]1[CH:13]=[CH:12][C:11]([CH2:14][C:15]([O:17][CH3:18])=[O:16])=[CH:10][CH:9]=1.[C:19](OC(=O)C)(=[O:21])[CH3:20]. Given the product [C:19]([O:7][C:8]1[CH:9]=[CH:10][C:11]([CH2:14][C:15]([O:17][CH3:18])=[O:16])=[CH:12][CH:13]=1)(=[O:21])[CH3:20], predict the reactants needed to synthesize it. (3) Given the product [C:29]([CH2:2][C:3]1[C:11]2[C:6](=[N:7][CH:8]=[CH:9][CH:10]=2)[N:5]([C:12]([O:14][C:15]([CH3:18])([CH3:17])[CH3:16])=[O:13])[N:4]=1)#[N:30], predict the reactants needed to synthesize it. The reactants are: Br[CH2:2][C:3]1[C:11]2[C:6](=[N:7][CH:8]=[CH:9][CH:10]=2)[N:5]([C:12]([O:14][C:15]([CH3:18])([CH3:17])[CH3:16])=[O:13])[N:4]=1.C(=O)([O-])[O-].[K+].[K+].[Si]([C:29]#[N:30])(C)(C)C.[OH-].[Na+]. (4) Given the product [CH3:58][O:57][CH2:56][CH2:55][O:54][CH2:53][CH2:52][O:51][CH2:50][CH2:49][O:48][CH2:47][CH2:46][O:45][CH2:44][CH2:23][O:22][C:20]1[CH:21]=[C:16]([CH:14]=[C:12]([O:11][CH3:9])[CH:13]=1)[NH2:15], predict the reactants needed to synthesize it. The reactants are: [CH3:13][CH:12]([O:11][C:9](/N=N/[C:9]([O:11][CH:12]([CH3:14])[CH3:13])=O)=O)[CH3:14].[NH2:15][C:16]1C=C(O)C=[C:20]([O:22][CH3:23])[CH:21]=1.C1C=CC(P(C2C=CC=CC=2)C2C=CC=CC=2)=CC=1.[CH3:44][O:45][CH2:46][CH2:47][O:48][CH2:49][CH2:50][O:51][CH2:52][CH2:53][O:54][CH2:55][CH2:56][O:57][CH2:58]CO. (5) Given the product [CH3:1][N:2]([CH3:23])[CH2:3][CH2:4][O:5][C:6]1[CH:10]=[C:9]([NH2:11])[N:8]([CH3:22])[N:7]=1, predict the reactants needed to synthesize it. The reactants are: [CH3:1][N:2]([CH3:23])[CH2:3][CH2:4][O:5][C:6]1[CH:10]=[C:9]([NH:11]C(=O)OCC2C=CC=CC=2)[N:8]([CH3:22])[N:7]=1. (6) Given the product [O:1]1[CH2:5][CH2:4][O:3][CH:2]1[C:6]1[CH:7]=[CH:8][C:9]([C:12]2[S:20][C:19]3[C:14](=[N:15][CH:16]=[CH:17][C:18]=3[O:21][C:22]3[CH:28]=[CH:27][C:25]([NH:26][C:36]([NH:31][CH:32]4[CH2:34][CH2:33]4)=[O:39])=[C:24]([F:29])[C:23]=3[F:30])[CH:13]=2)=[N:10][CH:11]=1, predict the reactants needed to synthesize it. The reactants are: [O:1]1[CH2:5][CH2:4][O:3][CH:2]1[C:6]1[CH:7]=[CH:8][C:9]([C:12]2[S:20][C:19]3[C:14](=[N:15][CH:16]=[CH:17][C:18]=3[O:21][C:22]3[CH:28]=[CH:27][C:25]([NH2:26])=[C:24]([F:29])[C:23]=3[F:30])[CH:13]=2)=[N:10][CH:11]=1.[N:31]1[CH:36]=C[CH:34]=[CH:33][CH:32]=1.ClC(OC1C=CC=CC=1)=[O:39].C1(N)CC1. (7) Given the product [F:12][C:13]1[CH:14]=[CH:15][C:16]([C:19]([CH:37]=[O:38])=[CH:20][C:21]2[CH:26]=[CH:25][C:43]([C:42]([O:41][CH3:39])=[O:2])=[CH:23][CH:22]=2)=[CH:17][CH:18]=1, predict the reactants needed to synthesize it. The reactants are: [Cr](Cl)([O-])(=O)=[O:2].[NH+]1C=CC=CC=1.[F:12][C:13]1[CH:18]=[CH:17][C:16]([C:19]([CH2:37][OH:38])=[CH:20][C:21]2[CH:26]=[CH:25]C(C3C=C(C=CC=3)C(OC)=O)=[CH:23][CH:22]=2)=[CH:15][CH:14]=1.[CH2:39]([O:41][CH2:42][CH3:43])C. (8) Given the product [CH3:17][N:3]1[CH2:4][CH2:5][CH2:6][CH2:7][C@@H:8]([NH:9][C:10](=[O:16])[O:11][C:12]([CH3:13])([CH3:15])[CH3:14])[C:2]1=[O:1], predict the reactants needed to synthesize it. The reactants are: [O:1]=[C:2]1[C@H:8]([NH:9][C:10](=[O:16])[O:11][C:12]([CH3:15])([CH3:14])[CH3:13])[CH2:7][CH2:6][CH2:5][CH2:4][NH:3]1.[CH3:17]I.